Dataset: Forward reaction prediction with 1.9M reactions from USPTO patents (1976-2016). Task: Predict the product of the given reaction. (1) The product is: [F:1][C:2]1[C:7]([F:8])=[CH:6][CH:5]=[CH:4][C:3]=1[C:9]1[N:17]=[C:12]2[CH:13]=[N:14][N:15]([CH2:19][C:20]3[O:24][N:23]=[C:22]([C:25]4[CH:30]=[CH:29][C:28]([CH:31]([CH3:33])[CH3:32])=[CH:27][CH:26]=4)[CH:21]=3)[CH:16]=[C:11]2[N:10]=1. Given the reactants [F:1][C:2]1[C:7]([F:8])=[CH:6][CH:5]=[CH:4][C:3]=1[C:9]1[N:17]=[C:12]2[CH:13]=[N:14][NH:15][CH:16]=[C:11]2[N:10]=1.Cl[CH2:19][C:20]1[O:24][N:23]=[C:22]([C:25]2[CH:30]=[CH:29][C:28]([CH:31]([CH3:33])[CH3:32])=[CH:27][CH:26]=2)[CH:21]=1, predict the reaction product. (2) Given the reactants [Br:1][C:2]1[CH:3]=[CH:4][C:5]2[O:9][C:8]([C:10](=[O:12])[NH2:11])=[C:7]([NH:13][C:14]([CH:16]3[CH2:19]N(C(OC(C)(C)C)=O)[CH2:17]3)=[O:15])[C:6]=2[CH:27]=1.[C:28]([N:35]1[CH2:38][CH:37]([C:39](O)=O)[CH2:36]1)([O:30][C:31]([CH3:34])([CH3:33])[CH3:32])=[O:29], predict the reaction product. The product is: [Br:1][C:2]1[CH:3]=[CH:4][C:5]2[O:9][C:8]([C:10](=[O:12])[NH2:11])=[C:7]([NH:13][C:14]([C:16]3[CH:17]=[CH:38][C:37]([CH2:36][NH:35][C:28](=[O:29])[O:30][C:31]([CH3:32])([CH3:33])[CH3:34])=[CH:39][CH:19]=3)=[O:15])[C:6]=2[CH:27]=1. (3) Given the reactants C(OC([N:8]1[CH2:14][CH2:13][C:12]2[CH:15]=[C:16]([O:19][CH2:20][C:21]3[CH:26]=[CH:25][CH:24]=[CH:23][CH:22]=3)[CH:17]=[CH:18][C:11]=2[CH2:10][CH2:9]1)=O)(C)(C)C.FC(F)(F)C(O)=O, predict the reaction product. The product is: [CH2:20]([O:19][C:16]1[CH:17]=[CH:18][C:11]2[CH2:10][CH2:9][NH:8][CH2:14][CH2:13][C:12]=2[CH:15]=1)[C:21]1[CH:22]=[CH:23][CH:24]=[CH:25][CH:26]=1. (4) Given the reactants CN(C(ON1N=NC2C=CC=NC1=2)=[N+](C)C)C.F[P-](F)(F)(F)(F)F.CCN(C(C)C)C(C)C.[C:34]([OH:37])(=O)[CH3:35].[NH2:38][CH2:39][CH2:40][O:41][C:42]1[N:51]=[C:50]([NH:52][CH2:53][C:54]2[CH:59]=[CH:58][C:57]([C:60]([F:63])([F:62])[F:61])=[CH:56][CH:55]=2)[C:49]2[C:44](=[CH:45][CH:46]=[C:47]([CH:64]([C:72]3[CH:77]=[CH:76][C:75]([Cl:78])=[CH:74][CH:73]=3)[C:65]3[CH:70]=[CH:69][C:68]([Cl:71])=[CH:67][CH:66]=3)[CH:48]=2)[N:43]=1, predict the reaction product. The product is: [Cl:78][C:75]1[CH:76]=[CH:77][C:72]([CH:64]([C:65]2[CH:66]=[CH:67][C:68]([Cl:71])=[CH:69][CH:70]=2)[C:47]2[CH:48]=[C:49]3[C:44](=[CH:45][CH:46]=2)[N:43]=[C:42]([O:41][CH2:40][CH2:39][NH:38][C:34](=[O:37])[CH3:35])[N:51]=[C:50]3[NH:52][CH2:53][C:54]2[CH:59]=[CH:58][C:57]([C:60]([F:63])([F:62])[F:61])=[CH:56][CH:55]=2)=[CH:73][CH:74]=1. (5) Given the reactants F[C:2]1[CH:3]=[CH:4][C:5]2[N:9]=[N:8][N:7]([CH2:10][CH2:11][CH2:12][CH2:13]Cl)[C:6]=2[CH:15]=1.[F:16][C:17]([F:31])([F:30])[C:18]1[CH:19]=[C:20]([CH:24]2[CH2:29][CH2:28]CN[CH2:25]2)[CH:21]=[CH:22][CH:23]=1.[CH:32]([N:35](C(C)C)CC)(C)C.[I-].[K+], predict the reaction product. The product is: [N:7]1([CH2:10][CH2:11][CH2:12][CH2:13][N:35]2[CH2:32][CH2:25][CH:24]([C:20]3[CH:21]=[CH:22][CH:23]=[C:18]([C:17]([F:16])([F:30])[F:31])[CH:19]=3)[CH2:29][CH2:28]2)[C:6]2[CH:15]=[CH:2][CH:3]=[CH:4][C:5]=2[N:9]=[N:8]1. (6) Given the reactants Br[C:2]1[CH:3]=[CH:4][C:5]([N+:8]([O-:10])=[O:9])=[N:6][CH:7]=1.[NH:11]1[CH2:16][CH2:15][O:14][CH2:13][CH2:12]1.C(N(CC)CC)C.CS(C)=O, predict the reaction product. The product is: [N+:8]([C:5]1[N:6]=[CH:7][C:2]([N:11]2[CH2:16][CH2:15][O:14][CH2:13][CH2:12]2)=[CH:3][CH:4]=1)([O-:10])=[O:9].